Binary Classification. Given a drug SMILES string, predict its activity (active/inactive) in a high-throughput screening assay against a specified biological target. From a dataset of M1 muscarinic receptor agonist screen with 61,833 compounds. (1) The molecule is S(CC(=O)c1c(n(CC2OCCC2)c(c1)C)C)c1n(nnn1)c1ccc(cc1)C. The result is 0 (inactive). (2) The drug is S(=O)(=O)(N\C(=N\C(C)C(O)=O)c1ccccc1)c1ccc(cc1)C. The result is 0 (inactive). (3) The compound is O(c1c2c(nc(c1)C)c(ccc2)C)CC(O)=O. The result is 0 (inactive). (4) The molecule is s1\c(n(c(c2ccccc2)c1)c1ccccc1)=C(/C(=O)N1CCOCC1)C#N. The result is 0 (inactive). (5) The drug is S(=O)(=O)(N1CCOCC1)c1ccc(cc1)C(=O)Nc1sc(nn1)CC. The result is 0 (inactive). (6) The drug is O1c2cc(CNC(=O)CN(c3c(cccc3)C)C(=O)CCC(=O)Nc3ncccc3)ccc2OC1. The result is 0 (inactive). (7) The molecule is s1c(C(=O)NCCc2n(CCC)c3c(n2)cccc3)ccc1. The result is 0 (inactive). (8) The result is 0 (inactive). The molecule is S(c1nn2c(nnc2cc1)c1cccnc1)CC(=O)Nc1c(OC)cccc1.